This data is from Full USPTO retrosynthesis dataset with 1.9M reactions from patents (1976-2016). The task is: Predict the reactants needed to synthesize the given product. (1) Given the product [CH2:21]([O:20][C:18]([C:13]1([F:23])[CH2:17][CH2:16][CH2:15][CH2:14]1)=[O:19])[CH3:22], predict the reactants needed to synthesize it. The reactants are: C(NC(C)C)(C)C.[Li]CCCC.[CH:13]1([C:18]([O:20][CH2:21][CH3:22])=[O:19])[CH2:17][CH2:16][CH2:15][CH2:14]1.[F:23]N(S(C1C=CC=CC=1)(=O)=O)S(C1C=CC=CC=1)(=O)=O. (2) Given the product [SH:7][C:8]1[C:17]([C:18]([NH:19][CH2:20][C:21]2[S:22][CH:23]=[CH:24][CH:25]=2)=[O:26])=[CH:16][C:15]2[C:10](=[CH:11][CH:12]=[CH:13][CH:14]=2)[N:9]=1, predict the reactants needed to synthesize it. The reactants are: [Na].COC(=O)CC[S:7][C:8]1[C:17]([C:18](=[O:26])[NH:19][CH2:20][C:21]2[S:22][CH:23]=[CH:24][CH:25]=2)=[CH:16][C:15]2[C:10](=[CH:11][CH:12]=[CH:13][CH:14]=2)[N:9]=1. (3) Given the product [Br:17][C:14]1[CH:15]=[CH:16][C:9]([O:6][CH2:5][CH:4]([CH3:7])[CH3:3])=[C:10]([CH:13]=1)[C:11]#[N:12], predict the reactants needed to synthesize it. The reactants are: [H-].[Na+].[CH3:3][CH:4]([CH3:7])[CH2:5][OH:6].F[C:9]1[CH:16]=[CH:15][C:14]([Br:17])=[CH:13][C:10]=1[C:11]#[N:12].O. (4) Given the product [N+:16]([C:8]1[CH:9]=[C:10]([O:14][CH3:15])[C:11]([O:12][CH3:13])=[C:3]([O:2][CH3:1])[C:4]=1[C:5]([N:25]1[CH2:26][CH2:27][CH2:28][CH:20]1[CH2:19][OH:23])=[O:7])([O-:18])=[O:17], predict the reactants needed to synthesize it. The reactants are: [CH3:1][O:2][C:3]1[C:11]([O:12][CH3:13])=[C:10]([O:14][CH3:15])[CH:9]=[C:8]([N+:16]([O-:18])=[O:17])[C:4]=1[C:5]([OH:7])=O.[C:19](Cl)(=[O:23])[C:20](Cl)=O.[N:25]1(CO)C[CH2:28][CH2:27][CH2:26]1.C(N(CC)CC)C. (5) Given the product [N+:1]([C:4]1[CH:8]=[N:7][N:6]2[C:14]([C:16]3[CH:17]=[C:18]([N:22]([CH3:29])[S:23]([CH:26]([CH3:27])[CH3:28])(=[O:25])=[O:24])[CH:19]=[CH:20][CH:21]=3)=[CH:13][CH:12]=[N:9][C:5]=12)([O-:3])=[O:2], predict the reactants needed to synthesize it. The reactants are: [N+:1]([C:4]1[CH:8]=[N:7][NH:6][C:5]=1[NH2:9])([O-:3])=[O:2].CN(C)[CH:12]=[CH:13][C:14]([C:16]1[CH:17]=[C:18]([N:22]([CH3:29])[S:23]([CH:26]([CH3:28])[CH3:27])(=[O:25])=[O:24])[CH:19]=[CH:20][CH:21]=1)=O.C(OCC)(=O)C. (6) The reactants are: [CH:1]([Cl:4])(Cl)Cl.[C:5]([C:9]1[CH:13]=[C:12](CO)[NH:11][N:10]=1)([CH3:8])([CH3:7])[CH3:6].S(Cl)(Cl)=O. Given the product [C:5]([C:9]1[CH:13]=[C:12]([CH2:1][Cl:4])[NH:11][N:10]=1)([CH3:8])([CH3:7])[CH3:6], predict the reactants needed to synthesize it. (7) Given the product [Cl:15][C:3]1[CH:2]=[CH:10][CH:9]=[C:8]([O:11][CH:12]2[CH2:14][CH2:13]2)[C:4]=1[C:5]([Cl:24])=[O:6], predict the reactants needed to synthesize it. The reactants are: C[C:2]1[C:3]([Cl:15])=[C:4]([C:8]([O:11][CH:12]2[CH2:14][CH2:13]2)=[CH:9][CH:10]=1)[C:5](O)=[O:6].CN(C=O)C.C(Cl)(=O)C([Cl:24])=O.N#N. (8) The reactants are: C(C1C=CC=CC=1)(=O)C.[C:10]([NH2:18])(=[O:17])[C:11]1[CH:16]=[CH:15][CH:14]=[CH:13][CH:12]=1.[CH:19]1[C:32]2[C:31]3[C:26](=[CH:27][CH:28]=[CH:29][CH:30]=3)[C:25](=[O:33])[NH:24][C:23]=2[CH:22]=[CH:21][CH:20]=1.C(O)C(N)(CO)CO.[Mg+2].[Cl-].[Cl-].[OH-].[K+]. Given the product [CH:19]1[C:32]2[C:31]3[C:26](=[CH:27][CH:28]=[CH:29][CH:30]=3)[C:25](=[O:33])[NH:24][C:23]=2[CH:22]=[CH:21][CH:20]=1.[CH:15]1[CH:16]=[C:11]2[C:10]([NH:18][C:25](=[O:33])[C:26]3=[C:12]2[C:13](=[C:23]([NH2:24])[CH:32]=[CH:31]3)[CH:14]=1)=[O:17].[C:10]([NH2:18])(=[O:17])[C:11]1[CH:16]=[CH:15][CH:14]=[CH:13][CH:12]=1, predict the reactants needed to synthesize it. (9) Given the product [ClH:45].[NH2:33][CH2:32][C:7]1[N:8]([CH2:28][CH:29]([CH3:31])[CH3:30])[C:9](=[O:27])[C:10]2[C:15]([C:6]=1[O:5][CH2:1][CH2:2][CH2:3][CH3:4])=[CH:14][C:13]([C:16]1[S:17][C:18]([C:22]([O:24][CH2:25][CH3:26])=[O:23])=[C:19]([CH3:21])[N:20]=1)=[CH:12][CH:11]=2, predict the reactants needed to synthesize it. The reactants are: [CH2:1]([O:5][C:6]1[C:15]2[C:10](=[CH:11][CH:12]=[C:13]([C:16]3[S:17][C:18]([C:22]([O:24][CH2:25][CH3:26])=[O:23])=[C:19]([CH3:21])[N:20]=3)[CH:14]=2)[C:9](=[O:27])[N:8]([CH2:28][CH:29]([CH3:31])[CH3:30])[C:7]=1[CH2:32][NH:33]C(OC(C)(C)C)=O)[CH2:2][CH2:3][CH3:4].C([O-])(=O)C.[ClH:45].